This data is from Full USPTO retrosynthesis dataset with 1.9M reactions from patents (1976-2016). The task is: Predict the reactants needed to synthesize the given product. (1) Given the product [N:29]1([C:33]([C:35]2[S:39][C:38]([O:7][C:8]3[CH:9]=[C:10]([CH:20]=[C:21]([O:23][C@H:24]4[CH2:28][CH2:27][O:26][CH2:25]4)[CH:22]=3)[C:11]([NH:13][C:14]3[CH:18]=[CH:17][N:16]([CH3:19])[N:15]=3)=[O:12])=[N:37][C:36]=2[CH3:41])=[O:34])[CH2:30][CH2:31][CH2:32]1, predict the reactants needed to synthesize it. The reactants are: C(=O)([O-])[O-].[Cs+].[Cs+].[OH:7][C:8]1[CH:9]=[C:10]([CH:20]=[C:21]([O:23][C@H:24]2[CH2:28][CH2:27][O:26][CH2:25]2)[CH:22]=1)[C:11]([NH:13][C:14]1[CH:18]=[CH:17][N:16]([CH3:19])[N:15]=1)=[O:12].[N:29]1([C:33]([C:35]2[S:39][C:38](Br)=[N:37][C:36]=2[CH3:41])=[O:34])[CH2:32][CH2:31][CH2:30]1. (2) Given the product [CH2:2]([O:4][C:5]([CH:7]1[CH2:12][CH2:11][CH2:10][CH2:9][CH:8]1[NH:13][CH2:32][C:31]1[CH:34]=[CH:35][C:28]([F:27])=[CH:29][CH:30]=1)=[O:6])[CH3:3], predict the reactants needed to synthesize it. The reactants are: Cl.[CH2:2]([O:4][C:5]([C@@H:7]1[CH2:12][CH2:11][CH2:10][CH2:9][C@@H:8]1[NH2:13])=[O:6])[CH3:3].S([O-])([O-])(=O)=O.[Mg+2].C(N(CC)CC)C.[F:27][C:28]1[CH:35]=[CH:34][C:31]([CH:32]=O)=[CH:30][CH:29]=1.[BH4-].[Na+].C(=O)(O)[O-].[Na+]. (3) Given the product [F:47][C:48]1([F:54])[CH2:53][CH2:52][N:51]([C:21]([C:16]2[NH:17][C:18]3[C:14]([CH:15]=2)=[CH:13][C:12]([C:10]([N:7]2[CH2:8][CH2:9][N:4]([CH:1]([CH3:3])[CH3:2])[CH2:5][CH2:6]2)=[O:11])=[CH:20][CH:19]=3)=[O:22])[CH2:50][CH2:49]1, predict the reactants needed to synthesize it. The reactants are: [CH:1]([N:4]1[CH2:9][CH2:8][N:7]([C:10]([C:12]2[CH:13]=[C:14]3[C:18](=[CH:19][CH:20]=2)[NH:17][C:16]([C:21](O)=[O:22])=[CH:15]3)=[O:11])[CH2:6][CH2:5]1)([CH3:3])[CH3:2].Cl.F[B-](F)(F)F.N1(OC(N(C)C)=[N+](C)C)C2C=CC=CC=2N=N1.[F:47][C:48]1([F:54])[CH2:53][CH2:52][NH:51][CH2:50][CH2:49]1.C(N(CC)C(C)C)(C)C. (4) Given the product [CH2:43]([O:42][C:37]1[N:36]=[CH:35][C:34]([NH:33][CH:26]([C:27]2[CH:32]=[CH:31][CH:30]=[CH:29][CH:28]=2)[C:8]([C:10]2[C:18]3[C:13](=[CH:14][CH:15]=[CH:16][CH:17]=3)[NH:12][CH:11]=2)=[O:9])=[CH:39][C:38]=1[O:40][CH3:41])[CH3:44], predict the reactants needed to synthesize it. The reactants are: C(N(CC)CC)C.[CH:8]([C:10]1[C:18]2[C:13](=[CH:14][CH:15]=[CH:16][CH:17]=2)[N:12](C(OC(C)(C)C)=O)[CH:11]=1)=[O:9].[CH:26](=[N:33][C:34]1[CH:35]=[N:36][C:37]([O:42][CH2:43][CH3:44])=[C:38]([O:40][CH3:41])[CH:39]=1)[C:27]1[CH:32]=[CH:31][CH:30]=[CH:29][CH:28]=1. (5) Given the product [OH:6][NH:7][C:8](=[O:31])[CH:9]([CH2:27][CH:28]([CH3:29])[CH3:30])[CH2:10][S:11]([N:14]1[CH2:19][CH2:18][N:17]([C:20]2[CH:25]=[CH:24][C:23]([F:26])=[CH:22][CH:21]=2)[CH2:16][CH2:15]1)(=[O:12])=[O:13], predict the reactants needed to synthesize it. The reactants are: COC1C=C(OC)C=CC=1C[O:6][NH:7][C:8](=[O:31])[CH:9]([CH2:27][CH:28]([CH3:30])[CH3:29])[CH2:10][S:11]([N:14]1[CH2:19][CH2:18][N:17]([C:20]2[CH:25]=[CH:24][C:23]([F:26])=[CH:22][CH:21]=2)[CH2:16][CH2:15]1)(=[O:13])=[O:12].FC(F)(F)C(O)=O.C([SiH](CC)CC)C. (6) Given the product [Cl:8][C:4]1[CH:5]=[N:6][CH:7]=[C:2]([NH:14][C@@H:12]([CH3:13])[CH2:11][O:10][CH3:9])[N:3]=1, predict the reactants needed to synthesize it. The reactants are: Cl[C:2]1[CH:7]=[N:6][CH:5]=[C:4]([Cl:8])[N:3]=1.[CH3:9][O:10][CH2:11][C@@H:12]([NH2:14])[CH3:13].CCN(CC)CC. (7) Given the product [CH:6]1[C:7]2[C:8]3=[C:8]4[C:3](=[CH:2][CH:1]=2)[CH:4]=[CH:5][CH:6]=[C:7]4[CH:1]=[CH:2][C:3]3=[CH:4][CH:5]=1, predict the reactants needed to synthesize it. The reactants are: [CH2:1]=[CH:2][C:3]1[CH:8]=[CH:7][CH:6]=[CH:5][CH:4]=1. (8) Given the product [CH2:41]([O:40][C:38]([N:28]1[CH:26]2[CH2:25][CH2:24][CH:23]1[CH2:22][CH:21]([N:19]1[CH:20]=[C:16]([C:14]3[CH:13]=[N:12][C:11]([NH2:30])=[C:10]([C:2]4[S:1][C:5]5[CH:6]=[CH:7][CH:8]=[CH:9][C:4]=5[N:3]=4)[CH:15]=3)[CH:17]=[N:18]1)[CH2:27]2)=[O:39])[CH3:42], predict the reactants needed to synthesize it. The reactants are: [S:1]1[C:5]2[CH:6]=[CH:7][CH:8]=[CH:9][C:4]=2[N:3]=[C:2]1[C:10]1[C:11]([NH2:30])=[N:12][CH:13]=[C:14]([C:16]2[CH:17]=[N:18][N:19]([CH:21]3[CH2:27][CH:26]4[N:28](C)[CH:23]([CH2:24][CH2:25]4)[CH2:22]3)[CH:20]=2)[CH:15]=1.C([O-])([O-])=O.[K+].[K+].Cl[C:38]([O:40][CH2:41][CH3:42])=[O:39]. (9) Given the product [Cl:23][CH2:19][CH2:18][C:17]#[C:16][C:12]1[CH:11]=[C:10]2[C:15](=[CH:14][CH:13]=1)[N:7]([CH:2]1[CH2:3][CH2:4][CH2:5][CH2:6][O:1]1)[N:8]=[CH:9]2, predict the reactants needed to synthesize it. The reactants are: [O:1]1[CH2:6][CH2:5][CH2:4][CH2:3][CH:2]1[N:7]1[C:15]2[C:10](=[CH:11][C:12]([C:16]#[C:17][CH2:18][CH2:19]O)=[CH:13][CH:14]=2)[CH:9]=[N:8]1.O=P(Cl)(Cl)[Cl:23].